This data is from NCI-60 drug combinations with 297,098 pairs across 59 cell lines. The task is: Regression. Given two drug SMILES strings and cell line genomic features, predict the synergy score measuring deviation from expected non-interaction effect. (1) Drug 1: CC1=CC2C(CCC3(C2CCC3(C(=O)C)OC(=O)C)C)C4(C1=CC(=O)CC4)C. Drug 2: CC1=C(N=C(N=C1N)C(CC(=O)N)NCC(C(=O)N)N)C(=O)NC(C(C2=CN=CN2)OC3C(C(C(C(O3)CO)O)O)OC4C(C(C(C(O4)CO)O)OC(=O)N)O)C(=O)NC(C)C(C(C)C(=O)NC(C(C)O)C(=O)NCCC5=NC(=CS5)C6=NC(=CS6)C(=O)NCCC[S+](C)C)O. Cell line: NCIH23. Synergy scores: CSS=20.5, Synergy_ZIP=-2.23, Synergy_Bliss=5.38, Synergy_Loewe=-13.0, Synergy_HSA=5.55. (2) Drug 1: CN1C2=C(C=C(C=C2)N(CCCl)CCCl)N=C1CCCC(=O)O.Cl. Drug 2: CN(CC1=CN=C2C(=N1)C(=NC(=N2)N)N)C3=CC=C(C=C3)C(=O)NC(CCC(=O)O)C(=O)O. Cell line: OVCAR-8. Synergy scores: CSS=80.4, Synergy_ZIP=4.59, Synergy_Bliss=2.59, Synergy_Loewe=-28.1, Synergy_HSA=1.63. (3) Drug 1: C1=CC(=CC=C1CCC2=CNC3=C2C(=O)NC(=N3)N)C(=O)NC(CCC(=O)O)C(=O)O. Drug 2: CNC(=O)C1=NC=CC(=C1)OC2=CC=C(C=C2)NC(=O)NC3=CC(=C(C=C3)Cl)C(F)(F)F. Cell line: HOP-62. Synergy scores: CSS=41.3, Synergy_ZIP=-3.01, Synergy_Bliss=2.71, Synergy_Loewe=-7.47, Synergy_HSA=5.83. (4) Drug 1: C1=CC(=CC=C1CCC2=CNC3=C2C(=O)NC(=N3)N)C(=O)NC(CCC(=O)O)C(=O)O. Drug 2: CN(CC1=CN=C2C(=N1)C(=NC(=N2)N)N)C3=CC=C(C=C3)C(=O)NC(CCC(=O)O)C(=O)O. Cell line: SNB-75. Synergy scores: CSS=35.9, Synergy_ZIP=-6.46, Synergy_Bliss=-3.15, Synergy_Loewe=1.09, Synergy_HSA=1.50. (5) Drug 1: CC12CCC(CC1=CCC3C2CCC4(C3CC=C4C5=CN=CC=C5)C)O. Synergy scores: CSS=12.7, Synergy_ZIP=-1.52, Synergy_Bliss=4.15, Synergy_Loewe=3.77, Synergy_HSA=4.26. Drug 2: C1=CN(C(=O)N=C1N)C2C(C(C(O2)CO)O)O.Cl. Cell line: T-47D. (6) Drug 1: C1CCC(C1)C(CC#N)N2C=C(C=N2)C3=C4C=CNC4=NC=N3. Drug 2: C1=CC(=C2C(=C1NCCNCCO)C(=O)C3=C(C=CC(=C3C2=O)O)O)NCCNCCO. Cell line: HT29. Synergy scores: CSS=48.3, Synergy_ZIP=6.75, Synergy_Bliss=4.52, Synergy_Loewe=-22.6, Synergy_HSA=0.702.